From a dataset of Reaction yield outcomes from USPTO patents with 853,638 reactions. Predict the reaction yield, written as a fraction of the theoretical maximum amount of product (1.0 means a 100% yield; for example, 0.34 means a 34% yield). (1) The reactants are C(OC(=O)[NH:7][CH2:8][CH:9]([C:30]1[CH:35]=[CH:34][CH:33]=[C:32]([NH:36][C:37](=[O:39])[CH3:38])[CH:31]=1)[NH:10][C:11]([C:13]1[S:29][C:16]2=[N:17][C:18]3[CH2:19][CH2:20][CH:21]([C:25]([CH3:28])([CH3:27])[CH3:26])[CH2:22][C:23]=3[CH:24]=[C:15]2[CH:14]=1)=[O:12])(C)(C)C.C(O)(C(F)(F)F)=O.C(Cl)Cl. The catalyst is C(Cl)Cl. The product is [C:37]([NH:36][C:32]1[CH:31]=[C:30]([CH:9]([NH:10][C:11]([C:13]2[S:29][C:16]3=[N:17][C:18]4[CH2:19][CH2:20][CH:21]([C:25]([CH3:28])([CH3:27])[CH3:26])[CH2:22][C:23]=4[CH:24]=[C:15]3[CH:14]=2)=[O:12])[CH2:8][NH2:7])[CH:35]=[CH:34][CH:33]=1)(=[O:39])[CH3:38]. The yield is 0.980. (2) The reactants are [Br:1][C:2]1[CH:24]=[C:5]2[N:6]=[C:7]([CH3:23])[C:8]([CH2:18][C:19]([O:21][CH3:22])=[O:20])=[C:9]([N:10]3[CH2:15][CH2:14][C:13]([CH3:17])([CH3:16])[CH2:12][CH2:11]3)[N:4]2[N:3]=1.CC([OH:28])C.C(=O)=O.C[Si]([N-][Si](C)(C)C)(C)C.[K+].C1(C2ON2S(C2C=CC=CC=2)(=O)=O)C=CC=CC=1. The catalyst is C1COCC1. The product is [Br:1][C:2]1[CH:24]=[C:5]2[N:6]=[C:7]([CH3:23])[C:8]([CH:18]([OH:28])[C:19]([O:21][CH3:22])=[O:20])=[C:9]([N:10]3[CH2:15][CH2:14][C:13]([CH3:17])([CH3:16])[CH2:12][CH2:11]3)[N:4]2[N:3]=1. The yield is 0.820. (3) The reactants are CC(C)[C@@H](N1CC2C(=CC=C(C3C=CC(NC(NC4C=CC=C(C(F)(F)F)C=4)=O)=CC=3)C=2)C1=O)C(O)=O.[O:38]=[C:39]1[C:47]2[C:42](=[CH:43][C:44]([C:48]3[CH:53]=[CH:52][C:51]([NH:54][C:55]([NH:57][C:58]4[CH:63]=[CH:62][CH:61]=[C:60]([C:64]([F:67])([F:66])[F:65])[CH:59]=4)=[O:56])=[CH:50][CH:49]=3)=[CH:45][CH:46]=2)[CH2:41][N:40]1[CH2:68][CH2:69][CH2:70][C:71]([O:73]C)=[O:72]. No catalyst specified. The product is [O:38]=[C:39]1[C:47]2[C:42](=[CH:43][C:44]([C:48]3[CH:49]=[CH:50][C:51]([NH:54][C:55]([NH:57][C:58]4[CH:63]=[CH:62][CH:61]=[C:60]([C:64]([F:66])([F:65])[F:67])[CH:59]=4)=[O:56])=[CH:52][CH:53]=3)=[CH:45][CH:46]=2)[CH2:41][N:40]1[CH2:68][CH2:69][CH2:70][C:71]([OH:73])=[O:72]. The yield is 0.890. (4) The reactants are [CH2:1]([N:8]1[CH2:13][CH2:12][CH:11]([NH:14][CH2:15][C:16]2[CH:21]=[CH:20][CH:19]=[CH:18][C:17]=2[N+:22]([O-])=O)[CH2:10][CH2:9]1)[C:2]1[CH:7]=[CH:6][CH:5]=[CH:4][CH:3]=1. The catalyst is C(O)(=O)C.[Zn]. The product is [NH2:22][C:17]1[CH:18]=[CH:19][CH:20]=[CH:21][C:16]=1[CH2:15][NH:14][CH:11]1[CH2:12][CH2:13][N:8]([CH2:1][C:2]2[CH:3]=[CH:4][CH:5]=[CH:6][CH:7]=2)[CH2:9][CH2:10]1. The yield is 0.730. (5) The reactants are C(OC(=O)[NH:7][S:8]([O:11][CH2:12][C@@H:13]1[CH2:17][C@@H:16]([N:18]2[C:22]3[N:23]=[CH:24][N:25]=[C:26]([NH:27][C@H:28]4[C:36]5[C:31](=[CH:32][CH:33]=[CH:34][CH:35]=5)[CH2:30][CH2:29]4)[C:21]=3[CH:20]=[CH:19]2)[CH2:15][C@@H:14]1[OH:37])(=[O:10])=[O:9])(C)(C)C.FC(F)(F)C(O)=O. The catalyst is C(Cl)Cl. The product is [S:8](=[O:10])(=[O:9])([O:11][CH2:12][C@@H:13]1[CH2:17][C@@H:16]([N:18]2[C:22]3[N:23]=[CH:24][N:25]=[C:26]([NH:27][C@H:28]4[C:36]5[C:31](=[CH:32][CH:33]=[CH:34][CH:35]=5)[CH2:30][CH2:29]4)[C:21]=3[CH:20]=[CH:19]2)[CH2:15][C@@H:14]1[OH:37])[NH2:7]. The yield is 0.580.